Dataset: Forward reaction prediction with 1.9M reactions from USPTO patents (1976-2016). Task: Predict the product of the given reaction. (1) The product is: [C:38]([CH2:37][C:34]1[CH:35]=[CH:36][C:31]([CH2:29][CH2:2][CH2:1][NH:3][C:4]2[CH:9]=[C:8]([O:10][CH3:11])[CH:7]=[CH:6][C:5]=2[CH:12]2[CH2:21][CH2:20][C:19]3[CH:18]=[C:17]([O:22][C:23](=[O:28])[C:24]([CH3:27])([CH3:26])[CH3:25])[CH:16]=[CH:15][C:14]=3[CH2:13]2)=[CH:32][CH:33]=1)([OH:40])=[O:39]. Given the reactants [CH2:1]([NH:3][C:4]1[CH:9]=[C:8]([O:10][CH3:11])[CH:7]=[CH:6][C:5]=1[CH:12]1[CH2:21][CH2:20][C:19]2[CH:18]=[C:17]([O:22][C:23](=[O:28])[C:24]([CH3:27])([CH3:26])[CH3:25])[CH:16]=[CH:15][C:14]=2[CH2:13]1)[CH3:2].[CH:29]([C:31]1[CH:36]=[CH:35][C:34]([CH2:37][C:38]([OH:40])=[O:39])=[CH:33][CH:32]=1)=O, predict the reaction product. (2) Given the reactants [Cl:1]N1C(=O)CCC1=O.[F:9][C:10]1[CH:15]=[CH:14][C:13]([N:16]2[CH:21]=[CH:20][C:19]3=[N:22][C:23]([CH2:25][O:26][C:27]4[CH:32]=[CH:31][CH:30]=[CH:29][CH:28]=4)=[CH:24][N:18]3[C:17]2=[O:33])=[CH:12][CH:11]=1, predict the reaction product. The product is: [Cl:1][C:24]1[N:18]2[C:17](=[O:33])[N:16]([C:13]3[CH:14]=[CH:15][C:10]([F:9])=[CH:11][CH:12]=3)[CH:21]=[CH:20][C:19]2=[N:22][C:23]=1[CH2:25][O:26][C:27]1[CH:28]=[CH:29][CH:30]=[CH:31][CH:32]=1. (3) Given the reactants FC(F)(CCC)C[C@H](N[C:9]([N:11]1[CH2:16][CH2:15][O:14][CH2:13][CH2:12]1)=[O:10])C(O)=O.Cl.NC(CC)[C@@H](C1ON=C(C2CC2)N=1)[OH:25].C(NC(C)C)(C)C.C1CN([P+](ON2N=NC3C=CC=CC2=3)(N2CCCC2)N2CCCC2)CC1.F[P-](F)(F)(F)(F)F, predict the reaction product. The product is: [N:11]1([C:9]([OH:10])=[O:25])[CH2:16][CH2:15][O:14][CH2:13][CH2:12]1. (4) Given the reactants [CH2:1]([O:3][C:4]1[C:29]([O:30][CH2:31][CH3:32])=[CH:28][C:7]2[C:8]3[N:13]([CH:14]([CH2:16][N:17]4[CH2:21][CH2:20][CH2:19][CH2:18]4)[CH2:15][C:6]=2[CH:5]=1)[CH:12]=[C:11]([C:22]([O:24]CC)=[O:23])[C:10](=[O:27])[CH:9]=3)[CH3:2].O[Li].O.Cl, predict the reaction product. The product is: [CH2:1]([O:3][C:4]1[C:29]([O:30][CH2:31][CH3:32])=[CH:28][C:7]2[C:8]3[N:13]([CH:14]([CH2:16][N:17]4[CH2:21][CH2:20][CH2:19][CH2:18]4)[CH2:15][C:6]=2[CH:5]=1)[CH:12]=[C:11]([C:22]([OH:24])=[O:23])[C:10](=[O:27])[CH:9]=3)[CH3:2]. (5) Given the reactants Br[C:2]1[CH:7]=[CH:6][C:5]([C:8]2[O:12][N:11]=[C:10]([CH3:13])[C:9]=2[CH2:14][S:15][CH2:16][CH2:17][C:18]2[CH:23]=[CH:22][CH:21]=[CH:20][CH:19]=2)=[CH:4][CH:3]=1.[CH2:24]([O:26][C:27](=[O:44])[CH2:28][C:29]1[CH:34]=[CH:33][C:32](B2OC(C)(C)C(C)(C)O2)=[CH:31][CH:30]=1)[CH3:25], predict the reaction product. The product is: [CH2:24]([O:26][C:27](=[O:44])[CH2:28][C:29]1[CH:34]=[CH:33][C:32]([C:2]2[CH:7]=[CH:6][C:5]([C:8]3[O:12][N:11]=[C:10]([CH3:13])[C:9]=3[CH2:14][S:15][CH2:16][CH2:17][C:18]3[CH:23]=[CH:22][CH:21]=[CH:20][CH:19]=3)=[CH:4][CH:3]=2)=[CH:31][CH:30]=1)[CH3:25]. (6) Given the reactants Br[C:2]1[N:3]=[CH:4][C:5]([O:31][CH3:32])=[C:6]2[C:10]([C:11](=[O:30])[C:12]([N:14]3[CH2:23][CH2:22][C:21]4[C:16](=[CH:17][CH:18]=[CH:19][C:20]=4[C:24]4[CH:29]=[CH:28][CH:27]=[CH:26][N:25]=4)[CH2:15]3)=[O:13])=[CH:9][NH:8][C:7]=12.[NH:33]1[CH:37]=[N:36][CH:35]=[N:34]1, predict the reaction product. The product is: [CH3:32][O:31][C:5]1[CH:4]=[N:3][C:2]([N:33]2[CH:37]=[N:36][CH:35]=[N:34]2)=[C:7]2[NH:8][CH:9]=[C:10]([C:11](=[O:30])[C:12]([N:14]3[CH2:23][CH2:22][C:21]4[C:16](=[CH:17][CH:18]=[CH:19][C:20]=4[C:24]4[CH:29]=[CH:28][CH:27]=[CH:26][N:25]=4)[CH2:15]3)=[O:13])[C:6]=12.